Dataset: Forward reaction prediction with 1.9M reactions from USPTO patents (1976-2016). Task: Predict the product of the given reaction. (1) Given the reactants [I:1][C:2]1[C:7]([OH:8])=[CH:6][CH:5]=[C:4]([CH3:9])[N:3]=1.[I:10][CH3:11], predict the reaction product. The product is: [I-:1].[OH:8][C:7]1[C:11]([I:10])=[N+:3]([CH3:2])[C:4]([CH3:9])=[CH:5][CH:6]=1. (2) Given the reactants [CH2:1]([O:8][C@H:9]1[C@@:13]([CH2:16][O:17][C:18]([C:35]2[CH:40]=[CH:39][CH:38]=[CH:37][CH:36]=2)([C:27]2[CH:32]=[CH:31][C:30]([O:33][CH3:34])=[CH:29][CH:28]=2)[C:19]2[CH:24]=[CH:23][C:22]([O:25][CH3:26])=[CH:21][CH:20]=2)([CH2:14][OH:15])[O:12][C@@H:11]([N:41]2[CH:49]=[C:47]([CH3:48])[C:45](=[O:46])[NH:44][C:42]2=[O:43])[C@@H:10]1[OH:50])[C:2]1[CH:7]=[CH:6][CH:5]=[CH:4][CH:3]=1.[C:51]1([CH3:61])[CH:56]=[CH:55][C:54]([S:57](Cl)(=[O:59])=[O:58])=[CH:53][CH:52]=1, predict the reaction product. The product is: [CH2:1]([O:8][C@H:9]1[C@@:13]([CH2:16][O:17][C:18]([C:35]2[CH:36]=[CH:37][CH:38]=[CH:39][CH:40]=2)([C:27]2[CH:32]=[CH:31][C:30]([O:33][CH3:34])=[CH:29][CH:28]=2)[C:19]2[CH:24]=[CH:23][C:22]([O:25][CH3:26])=[CH:21][CH:20]=2)([CH2:14][O:15][S:57]([C:54]2[CH:55]=[CH:56][C:51]([CH3:61])=[CH:52][CH:53]=2)(=[O:59])=[O:58])[O:12][C@@H:11]([N:41]2[CH:49]=[C:47]([CH3:48])[C:45](=[O:46])[NH:44][C:42]2=[O:43])[C@@H:10]1[O:50][S:57]([C:54]1[CH:55]=[CH:56][C:51]([CH3:61])=[CH:52][CH:53]=1)(=[O:59])=[O:58])[C:2]1[CH:3]=[CH:4][CH:5]=[CH:6][CH:7]=1. (3) Given the reactants [C:1](#[N:5])[CH2:2][C:3]#[N:4].[H-].[Na+].[C:8](=S)=[S:9].IC.[CH3:13][S:14]([CH3:16])=O, predict the reaction product. The product is: [CH3:13][S:14][C:16](=[C:2]([C:1]#[N:5])[C:3]#[N:4])[S:9][CH3:8]. (4) The product is: [F:11][C:10]1[CH:9]=[C:8]2[C:4]([C:5]([CH:12]=[O:13])=[CH:6][NH:7]2)=[CH:3][C:2]=1[C:19]1[CH:20]=[CH:21][C:16]([CH2:15][OH:14])=[CH:17][CH:18]=1. Given the reactants Br[C:2]1[CH:3]=[C:4]2[C:8](=[CH:9][C:10]=1[F:11])[NH:7][CH:6]=[C:5]2[CH:12]=[O:13].[OH:14][CH2:15][C:16]1[CH:21]=[CH:20][C:19](B(O)O)=[CH:18][CH:17]=1.C(O)C.C(=O)([O-])[O-].[K+].[K+], predict the reaction product. (5) Given the reactants [NH2:1][C:2]1[N:10]=[CH:9][CH:8]=[CH:7][C:3]=1[C:4](O)=O.[NH2:1][C:2]1[C:3]([C:4](O)=O)=[CH:7][CH:8]=[CH:9][N:10]=1.[NH2:21][C:22]1[CH:27]=[CH:26][CH:25]=[CH:24][C:23]=1[NH2:28], predict the reaction product. The product is: [NH:21]1[C:22]2[CH:27]=[CH:26][CH:25]=[CH:24][C:23]=2[N:28]=[C:4]1[C:3]1[C:2]([NH2:1])=[N:10][CH:9]=[CH:8][CH:7]=1. (6) Given the reactants [O-:1][S:2]([O-:4])=[O:3].[Na+].[Na+].Cl[CH2:8][C:9]([O:11][CH2:12][CH3:13])=[O:10], predict the reaction product. The product is: [CH2:12]([O:11][C:9]([CH2:8][S:2]([OH:4])(=[O:1])=[O:3])=[O:10])[CH3:13]. (7) Given the reactants [O:1]=[C:2]1[NH:3][C:4]2[C:9](/[C:10]/1=[CH:11]\[C:12]1[CH:20]=[C:19]3[C:15]([C:16](/[CH:29]=[CH:30]/[C:31]4[CH:36]=[CH:35][N:34]=[CH:33][CH:32]=4)=[N:17][N:18]3COCC[Si](C)(C)C)=[CH:14][CH:13]=1)=[CH:8][CH:7]=[CH:6][C:5]=2[NH:37][C:38](=[O:40])[CH3:39].B(F)(F)F.CCOCC.Cl, predict the reaction product. The product is: [O:1]=[C:2]1[NH:3][C:4]2[C:9](/[C:10]/1=[CH:11]\[C:12]1[CH:20]=[C:19]3[C:15]([C:16](/[CH:29]=[CH:30]/[C:31]4[CH:36]=[CH:35][N:34]=[CH:33][CH:32]=4)=[N:17][NH:18]3)=[CH:14][CH:13]=1)=[CH:8][CH:7]=[CH:6][C:5]=2[NH:37][C:38](=[O:40])[CH3:39].